The task is: Regression. Given two drug SMILES strings and cell line genomic features, predict the synergy score measuring deviation from expected non-interaction effect.. This data is from NCI-60 drug combinations with 297,098 pairs across 59 cell lines. (1) Drug 1: CCCS(=O)(=O)NC1=C(C(=C(C=C1)F)C(=O)C2=CNC3=C2C=C(C=N3)C4=CC=C(C=C4)Cl)F. Drug 2: C1C(C(OC1N2C=C(C(=O)NC2=O)F)CO)O. Cell line: NCI-H226. Synergy scores: CSS=0.270, Synergy_ZIP=0.393, Synergy_Bliss=0.745, Synergy_Loewe=-1.61, Synergy_HSA=-1.40. (2) Drug 1: CS(=O)(=O)C1=CC(=C(C=C1)C(=O)NC2=CC(=C(C=C2)Cl)C3=CC=CC=N3)Cl. Drug 2: CC12CCC3C(C1CCC2O)C(CC4=C3C=CC(=C4)O)CCCCCCCCCS(=O)CCCC(C(F)(F)F)(F)F. Cell line: SK-OV-3. Synergy scores: CSS=7.28, Synergy_ZIP=-1.42, Synergy_Bliss=1.91, Synergy_Loewe=-2.21, Synergy_HSA=1.54.